Dataset: Forward reaction prediction with 1.9M reactions from USPTO patents (1976-2016). Task: Predict the product of the given reaction. (1) Given the reactants Cl[C:2]1[N:7]=[C:6]([NH:8][C:9]([C:11]2([C:14]3[CH:24]=[CH:23][C:17]4[O:18][C:19]([F:22])([F:21])[O:20][C:16]=4[CH:15]=3)[CH2:13][CH2:12]2)=[O:10])[CH:5]=[CH:4][C:3]=1[CH3:25].[OH:26][C:27]1[CH:28]=[C:29]([CH:34]=[C:35](B2OC(C)(C)C(C)(C)O2)[CH:36]=1)[C:30]([O:32][CH3:33])=[O:31].C(=O)([O-])[O-].[Na+].[Na+], predict the reaction product. The product is: [F:21][C:19]1([F:22])[O:18][C:17]2[CH:23]=[CH:24][C:14]([C:11]3([C:9]([NH:8][C:6]4[N:7]=[C:2]([C:35]5[CH:34]=[C:29]([CH:28]=[C:27]([OH:26])[CH:36]=5)[C:30]([O:32][CH3:33])=[O:31])[C:3]([CH3:25])=[CH:4][CH:5]=4)=[O:10])[CH2:13][CH2:12]3)=[CH:15][C:16]=2[O:20]1. (2) Given the reactants Br[C:2]1[CH:7]=[C:6]([S:8]([C:10]2[CH:15]=[CH:14][C:13]([Cl:16])=[CH:12][CH:11]=2)=[O:9])[CH:5]=[CH:4][C:3]=1[CH2:17][O:18][CH2:19][O:20][CH3:21].[CH3:22][C:23]1([CH3:39])[C:27]([CH3:29])([CH3:28])[O:26][B:25]([B:25]2[O:26][C:27]([CH3:29])([CH3:28])[C:23]([CH3:39])([CH3:22])[O:24]2)[O:24]1.CC([O-])=O.[K+], predict the reaction product. The product is: [Cl:16][C:13]1[CH:14]=[CH:15][C:10]([S:8]([C:6]2[CH:5]=[CH:4][C:3]([CH2:17][O:18][CH2:19][O:20][CH3:21])=[C:2]([B:25]3[O:26][C:27]([CH3:29])([CH3:28])[C:23]([CH3:39])([CH3:22])[O:24]3)[CH:7]=2)=[O:9])=[CH:11][CH:12]=1. (3) Given the reactants [CH2:1]([CH:8]1[CH2:13][CH2:12][N:11](C(OC(C)(C)C)=O)[CH:10]([CH3:21])[CH2:9]1)[C:2]1[CH:7]=[CH:6][CH:5]=[CH:4][CH:3]=1.[ClH:22], predict the reaction product. The product is: [ClH:22].[CH2:1]([CH:8]1[CH2:13][CH2:12][NH:11][CH:10]([CH3:21])[CH2:9]1)[C:2]1[CH:7]=[CH:6][CH:5]=[CH:4][CH:3]=1.